Dataset: Full USPTO retrosynthesis dataset with 1.9M reactions from patents (1976-2016). Task: Predict the reactants needed to synthesize the given product. (1) Given the product [F:13][C:5]1[C:4]([C:3]([O:2][CH3:1])=[O:14])=[CH:9][C:8]2[NH:10][C:22](=[O:23])[CH2:21][O:11][C:7]=2[C:6]=1[F:12], predict the reactants needed to synthesize it. The reactants are: [CH3:1][O:2][C:3](=[O:14])[C:4]1[CH:9]=[C:8]([NH2:10])[C:7]([OH:11])=[C:6]([F:12])[C:5]=1[F:13].C(=O)([O-])O.[Na+].Cl[CH2:21][C:22](Cl)=[O:23]. (2) Given the product [OH:4][CH2:3][C:2]([CH3:24])([CH3:1])[CH2:5][CH2:6][CH2:7][CH2:8][CH2:9][CH2:10][C:11](=[O:23])[CH2:12][CH2:13][CH2:14][CH2:15][CH2:16][CH2:17][C:18]([CH3:21])([CH3:22])[CH2:19][OH:20], predict the reactants needed to synthesize it. The reactants are: [CH3:1][C:2]([CH3:24])([CH2:5][CH2:6][CH2:7][CH2:8][CH2:9][CH2:10][CH:11]([OH:23])[CH2:12][CH2:13][CH2:14][CH2:15][CH2:16][CH2:17][C:18]([CH3:22])([CH3:21])[CH2:19][OH:20])[CH2:3][OH:4].Cl[O-].[Na+].